Task: Predict the reactants needed to synthesize the given product.. Dataset: Full USPTO retrosynthesis dataset with 1.9M reactions from patents (1976-2016) (1) Given the product [CH:14]1([CH:2]([NH:20][C:21]2[CH:22]=[CH:23][C:24]([C:27]([N:29]([CH3:37])[CH2:30][CH2:31][C:32]([OH:34])=[O:33])=[O:28])=[CH:25][CH:26]=2)[C:3]2[O:4][C:5]3[CH:11]=[CH:10][C:9]([O:12][CH3:13])=[CH:8][C:6]=3[CH:7]=2)[CH2:19][CH2:18][CH2:17][CH2:16][CH2:15]1, predict the reactants needed to synthesize it. The reactants are: Cl[CH:2]([CH:14]1[CH2:19][CH2:18][CH2:17][CH2:16][CH2:15]1)[C:3]1[O:4][C:5]2[CH:11]=[CH:10][C:9]([O:12][CH3:13])=[CH:8][C:6]=2[CH:7]=1.[NH2:20][C:21]1[CH:26]=[CH:25][C:24]([C:27]([N:29]([CH3:37])[CH2:30][CH2:31][C:32]([O:34]CC)=[O:33])=[O:28])=[CH:23][CH:22]=1. (2) Given the product [N+:1]([C:4]1[CH:5]=[N:6][C:7]([NH:10][C:12]2[CH:13]=[N:14][CH:15]=[CH:16][CH:17]=2)=[N:8][CH:9]=1)([O-:3])=[O:2], predict the reactants needed to synthesize it. The reactants are: [N+:1]([C:4]1[CH:5]=[N:6][C:7]([NH2:10])=[N:8][CH:9]=1)([O-:3])=[O:2].Br[C:12]1[CH:13]=[N:14][CH:15]=[CH:16][CH:17]=1.C(=O)([O-])[O-].[Cs+].[Cs+].C1(P(C2C=CC=CC=2)C2C3OC4C(=CC=CC=4P(C4C=CC=CC=4)C4C=CC=CC=4)C(C)(C)C=3C=CC=2)C=CC=CC=1.